This data is from Reaction yield outcomes from USPTO patents with 853,638 reactions. The task is: Predict the reaction yield, written as a fraction of the theoretical maximum amount of product (1.0 means a 100% yield; for example, 0.34 means a 34% yield). (1) The reactants are C1(P(C2C=CC=CC=2)C2C=CC=CC=2)C=CC=CC=1.O1CCCC1.[I:25]N1C(=O)CCC1=O.[CH2:33]([Sn:37]([CH2:46]O)([CH2:42][CH2:43][CH2:44][CH3:45])[CH2:38][CH2:39][CH2:40][CH3:41])[CH2:34][CH2:35][CH3:36]. The catalyst is O.C(OCC)C. The product is [CH2:33]([Sn:37]([CH2:42][CH2:43][CH2:44][CH3:45])([CH2:38][CH2:39][CH2:40][CH3:41])[CH2:46][I:25])[CH2:34][CH2:35][CH3:36]. The yield is 0.940. (2) The reactants are [Cl:1][C:2]1[C:10]([O:11][CH2:12][CH2:13][CH2:14]Cl)=[CH:9][C:8]([C:16]2[N:17]([C:32]([O:34][C:35]([CH3:38])([CH3:37])[CH3:36])=[O:33])[C:18]3[C:23]([CH:24]=2)=[CH:22][C:21]([CH2:25][N:26]2[CH2:31][CH2:30][CH2:29][CH2:28][CH2:27]2)=[CH:20][CH:19]=3)=[C:7]2[C:3]=1[CH2:4][NH:5][C:6]2=[O:39].[CH3:40][N:41]1[CH2:46][CH2:45][NH:44][CH2:43][CH2:42]1.O. The catalyst is CN(C)C(=O)C. The product is [Cl:1][C:2]1[C:10]([O:11][CH2:12][CH2:13][CH2:14][N:44]2[CH2:45][CH2:46][N:41]([CH3:40])[CH2:42][CH2:43]2)=[CH:9][C:8]([C:16]2[N:17]([C:32]([O:34][C:35]([CH3:38])([CH3:37])[CH3:36])=[O:33])[C:18]3[C:23]([CH:24]=2)=[CH:22][C:21]([CH2:25][N:26]2[CH2:27][CH2:28][CH2:29][CH2:30][CH2:31]2)=[CH:20][CH:19]=3)=[C:7]2[C:3]=1[CH2:4][NH:5][C:6]2=[O:39]. The yield is 0.680.